From a dataset of Drug-target binding data from BindingDB using Ki measurements. Regression. Given a target protein amino acid sequence and a drug SMILES string, predict the binding affinity score between them. We predict pKi (pKi = -log10(Ki in M); higher means stronger inhibition). Dataset: bindingdb_ki. (1) The small molecule is O=C(O)CC[C@H](NC(=O)c1ccc([N+](=O)[O-])cc1)C(=O)O. The target protein (P00390) has sequence MALLPRALSAGAGPSWRRAARAFRGFLLLLPEPAALTRALSRAMACRQEPQPQGPPPAAGAVASYDYLVIGGGSGGLASARRAAELGARAAVVESHKLGGTCVNVGCVPKKVMWNTAVHSEFMHDHADYGFPSCEGKFNWRVIKEKRDAYVSRLNAIYQNNLTKSHIEIIRGHAAFTSDPKPTIEVSGKKYTAPHILIATGGMPSTPHESQIPGASLGITSDGFFQLEELPGRSVIVGAGYIAVEMAGILSALGSKTSLMIRHDKVLRSFDSMISTNCTEELENAGVEVLKFSQVKEVKKTLSGLEVSMVTAVPGRLPVMTMIPDVDCLLWAIGRVPNTKDLSLNKLGIQTDDKGHIIVDEFQNTNVKGIYAVGDVCGKALLTPVAIAAGRKLAHRLFEYKEDSKLDYNNIPTVVFSHPPIGTVGLTEDEAIHKYGIENVKTYSTSFTPMYHAVTKRKTKCVMKMVCANKEEKVVGIHMQGLGCDEMLQGFAVAVKMGAT.... The pKi is 6.7. (2) The target protein (P32836) has sequence MSAPAQNNAEVPTFKLVLVGDGGTGKTTFVKRHLTGEFEKKYIATIGVEVHPLSFYTNFGEIKFDVWDTAGQEKFGGLRDGYYINAQCAIIMFDVTSRITYKNVPNWHRDLVRVCENIPIVLCGNKVDVKERKVKAKTITFHRKKNLQYYDISAKSNYNFEKPFLWLARKLAGNPQLEFVASPALAPPEVQVDEQLMHQYQQEMDQATALPLPDEDDADL. The small molecule is Cc1c(C(=O)NN2CCCCC2)nn(-c2ccc(Cl)cc2Cl)c1-c1ccc(Cl)cc1. The pKi is 6.0.